This data is from NCI-60 drug combinations with 297,098 pairs across 59 cell lines. The task is: Regression. Given two drug SMILES strings and cell line genomic features, predict the synergy score measuring deviation from expected non-interaction effect. (1) Drug 1: C1CN1C2=NC(=NC(=N2)N3CC3)N4CC4. Drug 2: C1=CC=C(C(=C1)C(C2=CC=C(C=C2)Cl)C(Cl)Cl)Cl. Cell line: SN12C. Synergy scores: CSS=36.6, Synergy_ZIP=10.6, Synergy_Bliss=9.26, Synergy_Loewe=-16.0, Synergy_HSA=2.68. (2) Drug 1: C1=CC(=CC=C1CCCC(=O)O)N(CCCl)CCCl. Drug 2: CC(C)(C#N)C1=CC(=CC(=C1)CN2C=NC=N2)C(C)(C)C#N. Cell line: SF-268. Synergy scores: CSS=34.8, Synergy_ZIP=-4.16, Synergy_Bliss=-3.78, Synergy_Loewe=-3.61, Synergy_HSA=-3.77. (3) Drug 1: CC1C(C(CC(O1)OC2CC(CC3=C2C(=C4C(=C3O)C(=O)C5=C(C4=O)C(=CC=C5)OC)O)(C(=O)C)O)N)O.Cl. Cell line: A498. Drug 2: C1CC(C1)(C(=O)O)C(=O)O.[NH2-].[NH2-].[Pt+2]. Synergy scores: CSS=19.4, Synergy_ZIP=-8.12, Synergy_Bliss=-2.52, Synergy_Loewe=-12.4, Synergy_HSA=-1.65. (4) Drug 1: COC1=NC(=NC2=C1N=CN2C3C(C(C(O3)CO)O)O)N. Drug 2: CN(CCCl)CCCl.Cl. Cell line: SF-268. Synergy scores: CSS=3.31, Synergy_ZIP=-0.932, Synergy_Bliss=0.177, Synergy_Loewe=-10.1, Synergy_HSA=-1.22. (5) Drug 1: C1=NC2=C(N1)C(=S)N=C(N2)N. Drug 2: C1=NC2=C(N=C(N=C2N1C3C(C(C(O3)CO)O)F)Cl)N. Cell line: NCI-H460. Synergy scores: CSS=54.8, Synergy_ZIP=-2.25, Synergy_Bliss=-0.0657, Synergy_Loewe=-2.30, Synergy_HSA=2.00.